From a dataset of Retrosynthesis with 50K atom-mapped reactions and 10 reaction types from USPTO. Predict the reactants needed to synthesize the given product. Given the product Cc1cccc(C)c1-c1cccc2c1OC(CN)C2, predict the reactants needed to synthesize it. The reactants are: Cc1cccc(C)c1-c1cccc2c1OC(CN=[N+]=[N-])C2.